From a dataset of Forward reaction prediction with 1.9M reactions from USPTO patents (1976-2016). Predict the product of the given reaction. (1) Given the reactants [N:1]1[N:2]([C:6]2[CH:14]=[CH:13][CH:12]=[CH:11][C:7]=2[C:8]([OH:10])=O)[N:3]=[CH:4][CH:5]=1.ON1C2N=CC=CC=2N=N1.C(Cl)CCl.Cl.[CH3:30][C@H:31]1[NH:36][CH2:35][C@H:34]([O:37][C:38]2[CH:43]=[C:42]([C:44]#[N:45])[CH:41]=[CH:40][N:39]=2)[CH2:33][CH2:32]1.CCN(C(C)C)C(C)C.C([O-])(O)=O.[Na+], predict the reaction product. The product is: [CH3:30][C@H:31]1[N:36]([C:8]([C:7]2[CH:11]=[CH:12][CH:13]=[CH:14][C:6]=2[N:2]2[N:1]=[CH:5][CH:4]=[N:3]2)=[O:10])[CH2:35][C@H:34]([O:37][C:38]2[CH:43]=[C:42]([C:44]#[N:45])[CH:41]=[CH:40][N:39]=2)[CH2:33][CH2:32]1. (2) Given the reactants [NH2:1][C@@H:2]([CH2:22][C:23]1[CH:28]=[CH:27][C:26]([C:29]2[CH:34]=[CH:33][CH:32]=[CH:31][N:30]=2)=[CH:25][CH:24]=1)[C@@H:3]([OH:21])[CH2:4][C@@H:5]([NH:13][C:14](=[O:20])[O:15][C:16]([CH3:19])([CH3:18])[CH3:17])[CH2:6][C:7]1[CH:12]=[CH:11][CH:10]=[CH:9][CH:8]=1.[CH3:35][O:36][C:37]([NH:39][C@@H:40]([C:44]([CH3:47])([CH3:46])[CH3:45])[C:41](O)=[O:42])=[O:38].CCOP(ON1N=NC2C=CC=CC=2C1=O)(OCC)=O.C(N(CC)C(C)C)(C)C, predict the reaction product. The product is: [CH2:6]([C@H:5]([NH:13][C:14](=[O:20])[O:15][C:16]([CH3:17])([CH3:18])[CH3:19])[CH2:4][C@H:3]([OH:21])[C@@H:2]([NH:1][C:41](=[O:42])[C@@H:40]([NH:39][C:37]([O:36][CH3:35])=[O:38])[C:44]([CH3:47])([CH3:46])[CH3:45])[CH2:22][C:23]1[CH:28]=[CH:27][C:26]([C:29]2[CH:34]=[CH:33][CH:32]=[CH:31][N:30]=2)=[CH:25][CH:24]=1)[C:7]1[CH:8]=[CH:9][CH:10]=[CH:11][CH:12]=1. (3) Given the reactants C[C@H]1C[C@@H](O)[C@H](C(C)C)CC1.C([O-])(=O)CC(C)=O.[OH:19][CH:20]([CH3:35])[CH2:21][C:22]([O:24][C:25]1([CH3:34])[CH2:30][CH2:29][CH:28]([CH:31]([CH3:33])[CH3:32])[CH2:27][CH2:26]1)=[O:23], predict the reaction product. The product is: [OH:19][C@@H:20]([CH3:35])[CH2:21][C:22]([O:24][C:25]1([CH3:34])[CH2:26][CH2:27][CH:28]([CH:31]([CH3:32])[CH3:33])[CH2:29][CH2:30]1)=[O:23]. (4) Given the reactants [O:1]1[CH2:5][CH:4]=[CH:3][C@H:2]1[C@@H:6]([CH:19]([F:21])[F:20])[CH2:7][NH:8][C:9](=[O:18])[O:10][CH2:11][C:12]1[CH:17]=[CH:16][CH:15]=[CH:14][CH:13]=1.FC(F)(F)C(C)=[O:25].C(=O)([O-])[O-].[Na+].[Na+].OOS([O-])=O.[K+], predict the reaction product. The product is: [C@H:3]12[O:25][C@H:4]1[CH2:5][O:1][C@@H:2]2[C@@H:6]([CH:19]([F:20])[F:21])[CH2:7][NH:8][C:9](=[O:18])[O:10][CH2:11][C:12]1[CH:17]=[CH:16][CH:15]=[CH:14][CH:13]=1. (5) Given the reactants C([S@]([NH:7][C@@H:8]([C:10]1[CH:11]=[CH:12][C:13]([NH:21][S:22]([CH3:25])(=[O:24])=[O:23])=[C:14]([CH:20]=1)[C:15]([O:17][CH2:18][CH3:19])=[O:16])[CH3:9])=O)(C)(C)C.Cl.CO, predict the reaction product. The product is: [NH2:7][C@@H:8]([C:10]1[CH:11]=[CH:12][C:13]([NH:21][S:22]([CH3:25])(=[O:24])=[O:23])=[C:14]([CH:20]=1)[C:15]([O:17][CH2:18][CH3:19])=[O:16])[CH3:9]. (6) Given the reactants [CH3:1][NH:2][CH:3]1[CH2:7][CH2:6][NH:5][CH2:4]1.Br[C:9]1[CH:14]=[CH:13][C:12]([N+:15]([O-:17])=[O:16])=[CH:11][N:10]=1, predict the reaction product. The product is: [CH3:1][NH:2][CH:3]1[CH2:7][CH2:6][N:5]([C:9]2[CH:14]=[CH:13][C:12]([N+:15]([O-:17])=[O:16])=[CH:11][N:10]=2)[CH2:4]1. (7) Given the reactants C(OC([N:8]1[CH2:13][CH2:12][CH:11]([C:14]2[CH:15]=[N:16][CH:17]=[C:18]([C:20]3[CH:21]=[N:22][C:23]4[N:24]([C:30](=[O:32])[NH2:31])[CH2:25][CH2:26][CH2:27][C:28]=4[CH:29]=3)[CH:19]=2)[CH2:10][CH2:9]1)=O)(C)(C)C.Cl, predict the reaction product. The product is: [N:16]1[CH:17]=[C:18]([C:20]2[CH:29]=[C:28]3[C:23](=[N:22][CH:21]=2)[N:24]([C:30]([NH2:31])=[O:32])[CH2:25][CH2:26][CH2:27]3)[CH:19]=[C:14]([CH:11]2[CH2:10][CH2:9][NH:8][CH2:13][CH2:12]2)[CH:15]=1. (8) Given the reactants [O:1]1[C:7]2[CH:8]=[C:9]([C:12]([O:14][CH3:15])=[O:13])[CH:10]=[CH:11][C:6]=2[CH2:5][NH:4][CH2:3][CH2:2]1.[C:16]1(=O)[CH2:21][CH2:20][CH2:19][CH2:18][CH2:17]1.[BH-](OC(C)=O)(OC(C)=O)OC(C)=O.[Na+], predict the reaction product. The product is: [CH:16]1([N:4]2[CH2:5][C:6]3[CH:11]=[CH:10][C:9]([C:12]([O:14][CH3:15])=[O:13])=[CH:8][C:7]=3[O:1][CH2:2][CH2:3]2)[CH2:21][CH2:20][CH2:19][CH2:18][CH2:17]1. (9) The product is: [CH3:9][O:10][C:11]1[N:16]=[CH:15][C:14]([N:17]2[C:21]([C:22]3[CH:27]=[CH:26][CH:25]=[CH:24][N:23]=3)=[CH:20][C:19]([C:28]([N:30]3[CH2:35][CH2:34][CH2:33][CH2:32][N:31]3[CH:38]=[O:39])=[O:29])=[N:18]2)=[CH:13][CH:12]=1. Given the reactants FC(F)(F)S(O)(=O)=O.[CH3:9][O:10][C:11]1[N:16]=[CH:15][C:14]([N:17]2[C:21]([C:22]3[CH:27]=[CH:26][CH:25]=[CH:24][N:23]=3)=[CH:20][C:19]([C:28]([N:30]3[CH2:35][CH2:34][CH2:33][CH2:32][NH:31]3)=[O:29])=[N:18]2)=[CH:13][CH:12]=1.CN(C)[CH:38]=[O:39], predict the reaction product. (10) Given the reactants [OH:1][C:2]1[C:3](=[O:9])[CH:4]=[CH:5][CH:6]=[CH:7][CH:8]=1.[C:10]1([S:16](Cl)(=[O:18])=[O:17])[CH:15]=[CH:14][CH:13]=[CH:12][CH:11]=1, predict the reaction product. The product is: [C:10]1([S:16]([O:9][C:3]2[C:2](=[O:1])[CH:8]=[CH:7][CH:6]=[CH:5][CH:4]=2)(=[O:18])=[O:17])[CH:15]=[CH:14][CH:13]=[CH:12][CH:11]=1.